From a dataset of Full USPTO retrosynthesis dataset with 1.9M reactions from patents (1976-2016). Predict the reactants needed to synthesize the given product. (1) Given the product [Cl:19][C:20]1[N:25]=[C:24]([NH:1][C:2]2[CH:7]=[CH:6][C:5]([N:8]3[CH2:13][CH2:12][N:11]([C:14](=[O:16])[CH3:15])[CH2:10][CH2:9]3)=[CH:4][C:3]=2[O:17][CH3:18])[C:23]([Cl:27])=[CH:22][N:21]=1, predict the reactants needed to synthesize it. The reactants are: [NH2:1][C:2]1[CH:7]=[CH:6][C:5]([N:8]2[CH2:13][CH2:12][N:11]([C:14](=[O:16])[CH3:15])[CH2:10][CH2:9]2)=[CH:4][C:3]=1[O:17][CH3:18].[Cl:19][C:20]1[N:25]=[C:24](Cl)[C:23]([Cl:27])=[CH:22][N:21]=1.C(=O)([O-])[O-].[K+].[K+]. (2) Given the product [S:2]1[C:6]([C:7]2([N:17]([CH3:18])[CH3:19])[CH2:16][CH2:15][C:10](=[O:11])[CH2:9][CH2:8]2)=[CH:5][C:4]2[CH:20]=[CH:21][CH:22]=[CH:23][C:3]1=2, predict the reactants needed to synthesize it. The reactants are: Cl.[S:2]1[C:6]([C:7]2([N:17]([CH3:19])[CH3:18])[CH2:16][CH2:15][C:10]3(OCC[O:11]3)[CH2:9][CH2:8]2)=[CH:5][C:4]2[CH:20]=[CH:21][CH:22]=[CH:23][C:3]1=2.Cl.